Dataset: Full USPTO retrosynthesis dataset with 1.9M reactions from patents (1976-2016). Task: Predict the reactants needed to synthesize the given product. (1) Given the product [Br:5][C:6]1[CH:7]=[CH:8][C:9]([CH3:13])=[C:10]([SH:16])[CH:12]=1, predict the reactants needed to synthesize it. The reactants are: N([O-])=O.[Na+].[Br:5][C:6]1[CH:7]=[CH:8][C:9]([CH3:13])=[C:10]([CH:12]=1)N.O(CC)C([S-])=[S:16].[K+].[OH-].[K+].C(=S)=S.BrC1C=CC(C)=C([N+]#N)C=1.Cl. (2) The reactants are: C(N1C=CN=C1)(N1C=CN=C1)=O.[CH2:13]=[C:14]1[CH2:17][CH:16]([C:18]([OH:20])=O)[CH2:15]1.Cl.Cl.[Cl:23][C:24]1[C:25]([CH2:30][NH2:31])=[N:26][CH:27]=[CH:28][N:29]=1.C(N(C(C)C)CC)(C)C.CCN(C(C)C)C(C)C. Given the product [Cl:23][C:24]1[C:25]([CH2:30][NH:31][C:18]([CH:16]2[CH2:15][C:14](=[CH2:13])[CH2:17]2)=[O:20])=[N:26][CH:27]=[CH:28][N:29]=1, predict the reactants needed to synthesize it. (3) Given the product [CH2:39]([O:41][C:42](=[O:45])/[CH:5]=[CH:4]/[CH2:3][CH2:2][CH2:1][CH:6]1[C:11]2=[N:12][C:13]([C:23]3[CH:24]=[CH:25][C:26]([CH3:29])=[CH:27][CH:28]=3)=[C:14]([C:16]3[CH:21]=[CH:20][C:19]([CH3:22])=[CH:18][CH:17]=3)[N:15]=[C:10]2[CH:9]=[CH:8][N:7]1[C:30]([O:32][C:33]1[CH:34]=[CH:35][CH:36]=[CH:37][CH:38]=1)=[O:31])[CH3:40], predict the reactants needed to synthesize it. The reactants are: [CH2:1]([CH:6]1[C:11]2=[N:12][C:13]([C:23]3[CH:28]=[CH:27][C:26]([CH3:29])=[CH:25][CH:24]=3)=[C:14]([C:16]3[CH:21]=[CH:20][C:19]([CH3:22])=[CH:18][CH:17]=3)[N:15]=[C:10]2[CH:9]=[CH:8][N:7]1[C:30]([O:32][C:33]1[CH:38]=[CH:37][CH:36]=[CH:35][CH:34]=1)=[O:31])[CH2:2][CH2:3][CH:4]=[CH2:5].[CH2:39]([O:41][C:42](=[O:45])C=C)[CH3:40]. (4) The reactants are: Cl[CH2:2][C:3]1[C:4]([CH:19]2[CH2:21][CH2:20]2)=[N:5][C:6]([C:9]2[CH:14]=[CH:13][C:12]([C:15]([F:18])([F:17])[F:16])=[CH:11][CH:10]=2)=[N:7][CH:8]=1.[CH2:22]([O:24][C:25](=[O:37])[CH2:26][N:27]1[C:35]2[C:30](=[CH:31][C:32]([OH:36])=[CH:33][CH:34]=2)[CH:29]=[CH:28]1)[CH3:23].C(=O)([O-])[O-].[Cs+].[Cs+]. Given the product [CH2:22]([O:24][C:25](=[O:37])[CH2:26][N:27]1[C:35]2[C:30](=[CH:31][C:32]([O:36][CH2:2][C:3]3[C:4]([CH:19]4[CH2:21][CH2:20]4)=[N:5][C:6]([C:9]4[CH:14]=[CH:13][C:12]([C:15]([F:18])([F:17])[F:16])=[CH:11][CH:10]=4)=[N:7][CH:8]=3)=[CH:33][CH:34]=2)[CH:29]=[CH:28]1)[CH3:23], predict the reactants needed to synthesize it. (5) Given the product [NH2:31][CH2:30][CH2:29][CH2:28][N:7]1[C:8](=[O:27])[CH2:9][C:10]2[CH:15]=[N:14][C:13]([NH:16][C:17]3[CH:22]=[CH:21][C:20]([O:23][CH3:24])=[C:19]([O:25][CH3:26])[CH:18]=3)=[N:12][C:11]=2[C:5]2[CH:4]=[CH:3][C:2]([Cl:1])=[CH:42][C:6]1=2, predict the reactants needed to synthesize it. The reactants are: [Cl:1][C:2]1[CH:3]=[CH:4][C:5]2[C:11]3[N:12]=[C:13]([NH:16][C:17]4[CH:22]=[CH:21][C:20]([O:23][CH3:24])=[C:19]([O:25][CH3:26])[CH:18]=4)[N:14]=[CH:15][C:10]=3[CH2:9][C:8](=[O:27])[N:7]([CH2:28][CH2:29][CH2:30][N:31]3C(=O)C4C(=CC=CC=4)C3=O)[C:6]=2[CH:42]=1.CN. (6) Given the product [CH3:1][C:2]([N:10]1[CH:14]=[C:13]([NH:15][C:16](=[O:22])[CH:17]([NH:21][CH:31]([CH3:32])[CH2:30][C:25]2[CH:26]=[CH:27][CH:28]=[CH:29][C:24]=2[F:23])[CH2:18][CH2:19][CH3:20])[N:12]=[CH:11]1)([CH3:9])[CH2:3][N:4]1[CH2:8][CH2:7][CH2:6][CH2:5]1, predict the reactants needed to synthesize it. The reactants are: [CH3:1][C:2]([N:10]1[CH:14]=[C:13]([NH:15][C:16](=[O:22])[CH:17]([NH2:21])[CH2:18][CH2:19][CH3:20])[N:12]=[CH:11]1)([CH3:9])[CH2:3][N:4]1[CH2:8][CH2:7][CH2:6][CH2:5]1.[F:23][C:24]1[CH:29]=[CH:28][CH:27]=[CH:26][C:25]=1[CH2:30][C:31](=O)[CH3:32]. (7) The reactants are: C([O:3][C:4](=[O:29])[C:5]1[CH:10]=[CH:9][C:8]([N:11]2[CH2:15][CH2:14][CH:13]([NH:16][C:17]([O:19][C:20]([CH3:23])([CH3:22])[CH3:21])=[O:18])[CH2:12]2)=[C:7]([F:24])[C:6]=1[NH:25][CH:26]1[CH2:28][CH2:27]1)C.[OH-].[Na+]. Given the product [C:20]([O:19][C:17]([NH:16][CH:13]1[CH2:14][CH2:15][N:11]([C:8]2[CH:9]=[CH:10][C:5]([C:4]([OH:29])=[O:3])=[C:6]([NH:25][CH:26]3[CH2:27][CH2:28]3)[C:7]=2[F:24])[CH2:12]1)=[O:18])([CH3:23])([CH3:21])[CH3:22], predict the reactants needed to synthesize it. (8) Given the product [CH2:1]([O:4][C:5](=[O:24])[NH:6][C:7]1[CH:12]=[C:11]([C:13]2[N:36]=[C:35]([C:34]([CH3:39])([CH3:38])[CH3:33])[S:37][C:14]=2[C:15]2[CH:20]=[CH:19][N:18]=[C:17]([Cl:21])[N:16]=2)[CH:10]=[CH:9][C:8]=1[F:23])[CH:2]=[CH2:3], predict the reactants needed to synthesize it. The reactants are: [CH2:1]([O:4][C:5](=[O:24])[NH:6][C:7]1[CH:12]=[C:11]([C:13](=O)[CH2:14][C:15]2[CH:20]=[CH:19][N:18]=[C:17]([Cl:21])[N:16]=2)[CH:10]=[CH:9][C:8]=1[F:23])[CH:2]=[CH2:3].C1C(=O)N(Br)C(=O)C1.[CH3:33][C:34]([CH3:39])([CH3:38])[C:35](=[S:37])[NH2:36]. (9) Given the product [Cl:1][C:2]1[CH:3]=[C:4]([S:8]([C@H:11]2[CH2:15][N:14]([C:34]([C:31]3([N:25]4[CH2:30][CH2:29][CH2:28][CH2:27][CH2:26]4)[CH2:32][CH2:33]3)=[O:35])[C@H:13]([C:16]([NH:18][C:19]3([C:22]#[N:23])[CH2:21][CH2:20]3)=[O:17])[CH2:12]2)(=[O:9])=[O:10])[CH:5]=[CH:6][CH:7]=1, predict the reactants needed to synthesize it. The reactants are: [Cl:1][C:2]1[CH:3]=[C:4]([S:8]([C@H:11]2[CH2:15][NH:14][C@H:13]([C:16]([NH:18][C:19]3([C:22]#[N:23])[CH2:21][CH2:20]3)=[O:17])[CH2:12]2)(=[O:10])=[O:9])[CH:5]=[CH:6][CH:7]=1.Cl.[N:25]1([C:31]2([C:34](O)=[O:35])[CH2:33][CH2:32]2)[CH2:30][CH2:29][CH2:28][CH2:27][CH2:26]1.